From a dataset of Catalyst prediction with 721,799 reactions and 888 catalyst types from USPTO. Predict which catalyst facilitates the given reaction. (1) Reactant: [H-].[Na+].[C:3]([O:7][C:8](=[O:14])[NH:9][CH2:10][CH2:11][CH2:12][Cl:13])([CH3:6])([CH3:5])[CH3:4].[CH3:15]I. Product: [C:3]([O:7][C:8](=[O:14])[N:9]([CH2:10][CH2:11][CH2:12][Cl:13])[CH3:15])([CH3:6])([CH3:4])[CH3:5]. The catalyst class is: 1. (2) Reactant: [Br:1][C:2]1[CH:10]=[C:9]2[C:5]([CH:6]=[N:7][NH:8]2)=[CH:4][C:3]=1[O:11][C:12]1[CH:17]=[CH:16][C:15]([F:18])=[CH:14][C:13]=1[F:19].C([O-])([O-])=O.[K+].[K+].[CH2:26](Br)[CH:27]([CH3:29])[CH3:28]. Product: [Br:1][C:2]1[CH:10]=[C:9]2[C:5]([CH:6]=[N:7][N:8]2[CH2:26][CH:27]([CH3:29])[CH3:28])=[CH:4][C:3]=1[O:11][C:12]1[CH:17]=[CH:16][C:15]([F:18])=[CH:14][C:13]=1[F:19]. The catalyst class is: 3. (3) Reactant: C(N(C(C)C)C(C)C)C.[CH2:10]([O:12][CH2:13][N:14]([C:32]1[CH:36]=[C:35]([CH3:37])[O:34][N:33]=1)[S:15]([C:18]1[CH:22]=[C:21]([CH3:23])[S:20][C:19]=1[C:24]1[CH:29]=[CH:28][C:27]([CH2:30][OH:31])=[CH:26][CH:25]=1)(=[O:17])=[O:16])[CH3:11].[CH3:38][S:39](Cl)(=[O:41])=[O:40]. Product: [CH2:10]([O:12][CH2:13][N:14]([C:32]1[CH:36]=[C:35]([CH3:37])[O:34][N:33]=1)[S:15]([C:18]1[CH:22]=[C:21]([CH3:23])[S:20][C:19]=1[C:24]1[CH:25]=[CH:26][C:27]([CH2:30][O:31][S:39]([CH3:38])(=[O:41])=[O:40])=[CH:28][CH:29]=1)(=[O:16])=[O:17])[CH3:11]. The catalyst class is: 4. (4) Reactant: [C:1]([O:5][C:6]([N:8]1[CH2:12][C@H:11]([N:13]([CH3:15])[CH3:14])[CH2:10][C@H:9]1[CH2:16][O:17][Si](C(C)(C)C)(C1C=CC=CC=1)C1C=CC=CC=1)=[O:7])([CH3:4])([CH3:3])[CH3:2].CCCC[N+](CCCC)(CCCC)CCCC.[F-]. Product: [C:1]([O:5][C:6]([N:8]1[CH2:12][C@H:11]([N:13]([CH3:14])[CH3:15])[CH2:10][C@H:9]1[CH2:16][OH:17])=[O:7])([CH3:4])([CH3:3])[CH3:2]. The catalyst class is: 1. (5) Reactant: [Cl:1][C:2]1[C:3]([CH3:17])=[C:4]([C:8]([N:10]2[CH2:15][CH2:14][NH:13][C:12](=O)[CH2:11]2)=[O:9])[CH:5]=[CH:6][CH:7]=1.F[B-](F)(F)F.C[O+](C)C.[CH3:27][C:28]1[S:32][CH:31]=[N:30][C:29]=1[C:33]([NH:35][NH2:36])=O. Product: [Cl:1][C:2]1[C:3]([CH3:17])=[C:4]([C:8]([N:10]2[CH2:15][CH2:14][N:13]3[C:33]([C:29]4[N:30]=[CH:31][S:32][C:28]=4[CH3:27])=[N:35][N:36]=[C:12]3[CH2:11]2)=[O:9])[CH:5]=[CH:6][CH:7]=1. The catalyst class is: 4. (6) Reactant: [C:1]([NH:5][C:6]1[N:7]=[C:8](Cl)[CH:9]=[C:10]2[C:15]=1[C:14](=[O:16])[N:13]([CH2:17][CH2:18][OH:19])[CH:12]=[CH:11]2)([CH3:4])([CH3:3])[CH3:2].CC1(C)C(C)(C)OB([C:29]2[CH:30]=[N:31][C:32]([NH2:35])=[N:33][CH:34]=2)O1.C([O-])([O-])=O.[K+].[K+].CC(O)C. Product: [NH2:35][C:32]1[N:33]=[CH:34][C:29]([C:8]2[CH:9]=[C:10]3[C:15](=[C:6]([NH:5][C:1]([CH3:4])([CH3:3])[CH3:2])[N:7]=2)[C:14](=[O:16])[N:13]([CH2:17][CH2:18][OH:19])[CH:12]=[CH:11]3)=[CH:30][N:31]=1. The catalyst class is: 103. (7) Reactant: [Cl:1][CH2:2][CH2:3][CH2:4][O:5][C:6]1[CH:15]=[C:14]2[C:9]([C:10]([NH:16][C:17]3[NH:21][N:20]=[C:19]([CH2:22][C:23]([OH:25])=O)[CH:18]=3)=[N:11][CH:12]=[N:13]2)=[CH:8][C:7]=1[O:26][CH3:27].[F:28][C:29]1[CH:30]=[C:31]([CH:33]=[CH:34][CH:35]=1)[NH2:32].Cl.CN(C)CCCN=C=NCC.OC1C=CC=C[N+]=1[O-].C(N(C(C)C)CC)(C)C. Product: [Cl:1][CH2:2][CH2:3][CH2:4][O:5][C:6]1[CH:15]=[C:14]2[C:9]([C:10]([NH:16][C:17]3[NH:21][N:20]=[C:19]([CH2:22][C:23]([NH:32][C:31]4[CH:33]=[CH:34][CH:35]=[C:29]([F:28])[CH:30]=4)=[O:25])[CH:18]=3)=[N:11][CH:12]=[N:13]2)=[CH:8][C:7]=1[O:26][CH3:27]. The catalyst class is: 9. (8) Reactant: [CH3:1][O:2][C:3]1[CH:4]=[C:5]([NH:11][C:12]([C:14]2[CH:15]=[C:16]3[C:20](=[CH:21][CH:22]=2)[NH:19][C:18]([CH2:23][CH2:24][CH2:25][N:26](C)[C:27](=O)OC(C)(C)C)=[CH:17]3)=[O:13])[CH:6]=[CH:7][C:8]=1[O:9][CH3:10].ClCCl.Cl. Product: [CH3:1][O:2][C:3]1[CH:4]=[C:5]([NH:11][C:12]([C:14]2[CH:15]=[C:16]3[C:20](=[CH:21][CH:22]=2)[NH:19][C:18]([CH2:23][CH2:24][CH2:25][NH:26][CH3:27])=[CH:17]3)=[O:13])[CH:6]=[CH:7][C:8]=1[O:9][CH3:10]. The catalyst class is: 27. (9) Reactant: [CH3:1][C:2]1[CH:11]=[C:10]([OH:12])[C:9]2[C:4](=[CH:5][CH:6]=[CH:7][CH:8]=2)[C:3]=1[OH:13].[C:14](Cl)(=[O:21])[C:15]1[CH:20]=[CH:19][CH:18]=[CH:17][CH:16]=1. Product: [C:14]([O:12][C:10]1[C:9]2[C:4](=[CH:5][CH:6]=[CH:7][CH:8]=2)[C:3]([OH:13])=[C:2]([CH3:1])[CH:11]=1)(=[O:21])[C:15]1[CH:20]=[CH:19][CH:18]=[CH:17][CH:16]=1. The catalyst class is: 17.